Dataset: Forward reaction prediction with 1.9M reactions from USPTO patents (1976-2016). Task: Predict the product of the given reaction. (1) The product is: [F:19][C:8]([F:18])([C:9]([F:16])([F:17])[C:10]([F:14])([F:15])[CH:11]([F:12])[F:13])[CH2:7][CH:23]([C:22]#[N:26])[C:24]#[N:25]. Given the reactants FC(F)(F)S(O[CH2:7][C:8]([F:19])([F:18])[C:9]([F:17])([F:16])[C:10]([F:15])([F:14])[CH:11]([F:13])[F:12])(=O)=O.[C:22](#[N:26])[CH2:23][C:24]#[N:25].C(=O)([O-])[O-].[K+].[K+], predict the reaction product. (2) Given the reactants Cl[C:2]1[N:11]=[C:10]([N:12]2[CH2:17][CH2:16][O:15][CH2:14][CH2:13]2)[C:9]2[C:4](=[CH:5][CH:6]=[CH:7][CH:8]=2)[N:3]=1.[NH2:18][CH2:19][CH2:20][CH2:21][N:22]1[CH2:27][CH2:26][CH:25]([C:28]2[CH:29]=[C:30]([NH:34][C:35](=[O:37])[CH3:36])[CH:31]=[CH:32][CH:33]=2)[CH2:24][CH2:23]1, predict the reaction product. The product is: [N:12]1([C:10]2[C:9]3[C:4](=[CH:5][CH:6]=[CH:7][CH:8]=3)[N:3]=[C:2]([NH:18][CH2:19][CH2:20][CH2:21][N:22]3[CH2:27][CH2:26][CH:25]([C:28]4[CH:29]=[C:30]([NH:34][C:35](=[O:37])[CH3:36])[CH:31]=[CH:32][CH:33]=4)[CH2:24][CH2:23]3)[N:11]=2)[CH2:17][CH2:16][O:15][CH2:14][CH2:13]1. (3) The product is: [CH3:20][N:18]1[CH:19]=[C:15]([N:14]2[C:5]3[C:4]4[CH:3]=[C:2]([C:31]5[CH:32]=[N:33][C:26]([O:25][CH3:24])=[C:27]([CH:30]=5)[C:28]#[N:29])[CH:11]=[CH:10][C:9]=4[N:8]=[CH:7][C:6]=3[N:12]([CH3:23])[C:13]2=[O:22])[C:16]([CH3:21])=[N:17]1. Given the reactants Br[C:2]1[CH:11]=[CH:10][C:9]2[N:8]=[CH:7][C:6]3[N:12]([CH3:23])[C:13](=[O:22])[N:14]([C:15]4[C:16]([CH3:21])=[N:17][N:18]([CH3:20])[CH:19]=4)[C:5]=3[C:4]=2[CH:3]=1.[CH3:24][O:25][C:26]1[N:33]=[CH:32][C:31](B2OC(C)(C)C(C)(C)O2)=[CH:30][C:27]=1[C:28]#[N:29], predict the reaction product. (4) Given the reactants [C:1]1([C@@H:7]([N:9]2[CH2:13][CH2:12][C@H:11]([CH2:14][C:15]([O:17]C)=O)[CH2:10]2)[CH3:8])[CH:6]=[CH:5][CH:4]=[CH:3][CH:2]=1.[CH:19]([N-]C(C)C)(C)C.[Li+].[NH4+].[Cl-:28], predict the reaction product. The product is: [Cl-:28].[O:17]=[C:15]1[CH2:14][C@@H:11]2[CH2:10][N+:9]([C@H:7]([C:1]3[CH:2]=[CH:3][CH:4]=[CH:5][CH:6]=3)[CH3:8])([CH2:13][CH2:12]2)[CH2:19]1. (5) The product is: [Cl:1][C:2]1[CH:10]=[CH:9][C:8]([C:11]([F:14])([F:13])[F:12])=[CH:7][C:3]=1[C:4]([NH:30][CH2:29][C:19]1([C:22]2[CH:23]=[N:24][C:25]([F:28])=[CH:26][CH:27]=2)[CH2:20][CH2:21][C:16]([F:15])([F:31])[CH2:17][CH2:18]1)=[O:6]. Given the reactants [Cl:1][C:2]1[CH:10]=[CH:9][C:8]([C:11]([F:14])([F:13])[F:12])=[CH:7][C:3]=1[C:4]([OH:6])=O.[F:15][C:16]1([F:31])[CH2:21][CH2:20][C:19]([CH2:29][NH2:30])([C:22]2[CH:23]=[N:24][C:25]([F:28])=[CH:26][CH:27]=2)[CH2:18][CH2:17]1, predict the reaction product.